This data is from Catalyst prediction with 721,799 reactions and 888 catalyst types from USPTO. The task is: Predict which catalyst facilitates the given reaction. (1) Reactant: C([Mg]Cl)(C)C.[Cl:6][C:7]1[CH:8]=[C:9]([CH:12]=[C:13]([O:15][C:16]2[C:21]([Br:22])=[CH:20][CH:19]=[C:18](Br)[C:17]=2[F:24])[CH:14]=1)[C:10]#[N:11].CN([CH:28]=[O:29])C. Product: [Br:22][C:21]1[C:16]([O:15][C:13]2[CH:12]=[C:9]([CH:8]=[C:7]([Cl:6])[CH:14]=2)[C:10]#[N:11])=[C:17]([F:24])[C:18]([CH:28]=[O:29])=[CH:19][CH:20]=1. The catalyst class is: 182. (2) Reactant: [C:1]([CH:5]1[O:9][C:8]([CH2:15][C:16]([OH:18])=[O:17])([CH2:10][CH:11]=[C:12]([CH3:14])[CH3:13])[C:7](=[O:19])[O:6]1)([CH3:4])([CH3:3])C.[CH2:20](O)[C:21]1C=CC=C[CH:22]=1.[H-].[Na+]. Product: [CH2:5]([O:6][C:7](=[O:19])[C:8]([OH:9])([CH2:10][CH:11]=[C:12]([CH3:13])[CH3:14])[CH2:15][C:16]([OH:18])=[O:17])[C:1]1[CH:3]=[CH:22][CH:21]=[CH:20][CH:4]=1. The catalyst class is: 1. (3) Reactant: [CH2:1]([O:8][C:9]1[CH:16]=[CH:15][C:12]([CH:13]=O)=[CH:11][CH:10]=1)[C:2]1[CH:7]=[CH:6][CH:5]=[CH:4][CH:3]=1.[N+:17]([C:20]1[CH:21]=[CH:22][C:23]([C:27]2[CH:28]=[N:29][CH:30]=[CH:31][CH:32]=2)=[N:24][C:25]=1[NH2:26])([O-])=O.[O-]S(S([O-])=O)=O.[Na+].[Na+].N. Product: [CH2:1]([O:8][C:9]1[CH:16]=[CH:15][C:12]([C:13]2[NH:26][C:25]3=[N:24][C:23]([C:27]4[CH:28]=[N:29][CH:30]=[CH:31][CH:32]=4)=[CH:22][CH:21]=[C:20]3[N:17]=2)=[CH:11][CH:10]=1)[C:2]1[CH:7]=[CH:6][CH:5]=[CH:4][CH:3]=1. The catalyst class is: 24. (4) Reactant: O.[OH-].[Li+].[CH3:4][NH:5][C:6]([NH:8][C:9]1[CH:10]=[C:11]([C:15]2[N:19]3[N:20]=[CH:21][C:22]([C:24]4[CH:25]=[C:26]([CH:31]=[CH:32][CH:33]=4)[C:27]([O:29]C)=[O:28])=[CH:23][C:18]3=[N:17][CH:16]=2)[CH:12]=[CH:13][CH:14]=1)=[O:7].C1COCC1.Cl. Product: [CH3:4][NH:5][C:6]([NH:8][C:9]1[CH:10]=[C:11]([C:15]2[N:19]3[N:20]=[CH:21][C:22]([C:24]4[CH:25]=[C:26]([CH:31]=[CH:32][CH:33]=4)[C:27]([OH:29])=[O:28])=[CH:23][C:18]3=[N:17][CH:16]=2)[CH:12]=[CH:13][CH:14]=1)=[O:7]. The catalyst class is: 24. (5) Reactant: [N+:1]([O-:4])(O)=[O:2].C[O:6][C:7](=[O:16])[C:8]1[CH:13]=[CH:12][C:11]([OH:14])=[C:10]([CH3:15])[CH:9]=1. Product: [OH:14][C:11]1[C:12]([N+:1]([O-:4])=[O:2])=[CH:13][C:8]([C:7]([OH:16])=[O:6])=[CH:9][C:10]=1[CH3:15]. The catalyst class is: 27. (6) Reactant: [CH3:1][C:2]([C:4]1[C:9]([F:10])=[CH:8][CH:7]=[CH:6][C:5]=1[F:11])=[O:3].[Cl-].[Al+3].[Cl-].[Cl-].[Br:16]Br. Product: [Br:16][CH2:1][C:2]([C:4]1[C:5]([F:11])=[CH:6][CH:7]=[CH:8][C:9]=1[F:10])=[O:3]. The catalyst class is: 22. (7) Reactant: [Cl:1][C:2]1[CH:7]=[C:6](F)[C:5]([N+:9]([O-:11])=[O:10])=[CH:4][C:3]=1[CH:12]([F:14])[F:13].C(N(CC)C(C)C)(C)C.Cl.Cl.[O:26]1[CH2:31][CH2:30][CH:29]([N:32]2[CH2:37][CH2:36][CH:35]([NH2:38])[CH2:34][CH2:33]2)[CH2:28][CH2:27]1. Product: [Cl:1][C:2]1[C:3]([CH:12]([F:14])[F:13])=[CH:4][C:5]([N+:9]([O-:11])=[O:10])=[C:6]([NH:38][CH:35]2[CH2:34][CH2:33][N:32]([CH:29]3[CH2:30][CH2:31][O:26][CH2:27][CH2:28]3)[CH2:37][CH2:36]2)[CH:7]=1. The catalyst class is: 9.